This data is from Forward reaction prediction with 1.9M reactions from USPTO patents (1976-2016). The task is: Predict the product of the given reaction. Given the reactants C(O[C:6](=O)[NH:7][C@@H:8]([C:16]1[CH:21]=[CH:20][C:19](NCCOCCOCCOCCOCCOC)=[CH:18][CH:17]=1)[C:9](=O)[N:10]1[CH2:14][CH2:13][CH2:12][CH2:11]1)(C)(C)C.[H-].[Al+3].[Li+].[H-].[H-].[H-].[C:46](=[O:49])([O-])[O-].[Na+].[Na+].[O:52]1CCC[CH2:53]1, predict the reaction product. The product is: [CH3:6][NH:7][C@@H:8]([C:16]1[CH:17]=[CH:18][C:19]([O:52][CH2:53][CH2:46][OH:49])=[CH:20][CH:21]=1)[CH2:9][N:10]1[CH2:11][CH2:12][CH2:13][CH2:14]1.